This data is from Forward reaction prediction with 1.9M reactions from USPTO patents (1976-2016). The task is: Predict the product of the given reaction. (1) Given the reactants [NH2:1][C:2]1[CH:7]=[C:6]([C:8]([F:11])([F:10])[F:9])[C:5]([CH3:12])=[CH:4][C:3]=1[NH:13][CH:14]1[CH2:19][CH2:18][N:17]([C:20]([O:22][C:23]([CH3:26])([CH3:25])[CH3:24])=[O:21])[CH2:16][CH2:15]1.C1N=CN([C:32](N2C=NC=C2)=[O:33])C=1, predict the reaction product. The product is: [CH3:12][C:5]1[C:6]([C:8]([F:11])([F:10])[F:9])=[CH:7][C:2]2[NH:1][C:32](=[O:33])[N:13]([CH:14]3[CH2:15][CH2:16][N:17]([C:20]([O:22][C:23]([CH3:26])([CH3:25])[CH3:24])=[O:21])[CH2:18][CH2:19]3)[C:3]=2[CH:4]=1. (2) Given the reactants [OH:1][CH2:2][CH:3]1[CH:8]([NH:9][C:10](=[O:16])[O:11][C:12]([CH3:15])([CH3:14])[CH3:13])[CH2:7][CH2:6][O:5][CH2:4]1.[CH3:17][N:18]1[C:22]([CH3:23])=[CH:21][C:20]([C:24]2[CH:29]=[CH:28][C:27](O)=[CH:26][CH:25]=2)=[N:19]1.C1CCN(C(N=NC(N2CCCCC2)=O)=O)CC1.P(CCCC)(CCCC)CCCC, predict the reaction product. The product is: [CH3:17][N:18]1[C:22]([CH3:23])=[CH:21][C:20]([C:24]2[CH:29]=[CH:28][C:27]([O:1][CH2:2][CH:3]3[CH:8]([NH:9][C:10](=[O:16])[O:11][C:12]([CH3:13])([CH3:15])[CH3:14])[CH2:7][CH2:6][O:5][CH2:4]3)=[CH:26][CH:25]=2)=[N:19]1. (3) Given the reactants [Br:1][C:2]1[CH:7]=[CH:6][C:5]([C@H:8]([NH:10]C(=O)C(F)(F)F)[CH3:9])=[CH:4][CH:3]=1.[OH-].[Na+], predict the reaction product. The product is: [Br:1][C:2]1[CH:7]=[CH:6][C:5]([C@H:8]([NH2:10])[CH3:9])=[CH:4][CH:3]=1. (4) Given the reactants OC(C(F)(F)F)=O.[NH:8]1[C:12]2([CH2:16][CH2:15][O:14][CH2:13]2)[CH2:11][CH2:10][CH2:9]1.C(N(CC)CC)C.[C:24]1([C:30]2[O:34][C:33]([C:35]([N:37]3[CH2:40][CH:39]([O:41][C:42]4[CH:49]=[CH:48][C:45]([CH:46]=O)=[CH:44][CH:43]=4)[CH2:38]3)=[O:36])=[N:32][N:31]=2)[CH:29]=[CH:28][CH:27]=[CH:26][CH:25]=1.[Na].C([O-])(O)=O.[Na+], predict the reaction product. The product is: [N:8]1([CH2:46][C:45]2[CH:44]=[CH:43][C:42]([O:41][CH:39]3[CH2:38][N:37]([C:35]([C:33]4[O:34][C:30]([C:24]5[CH:29]=[CH:28][CH:27]=[CH:26][CH:25]=5)=[N:31][N:32]=4)=[O:36])[CH2:40]3)=[CH:49][CH:48]=2)[C:12]2([CH2:16][CH2:15][O:14][CH2:13]2)[CH2:11][CH2:10][CH2:9]1. (5) Given the reactants Br[C:2]1[C:3]([NH:9][C:10](=[O:13])[CH2:11]I)=[N:4][CH:5]=[C:6]([Br:8])[N:7]=1.C(N(C(C)C)CC)(C)C.[O:23]1[CH2:28][CH2:27][N:26]([CH2:29][CH2:30][NH2:31])[CH2:25][CH2:24]1.CO, predict the reaction product. The product is: [Br:8][C:6]1[N:7]=[C:2]2[N:31]([CH2:30][CH2:29][N:26]3[CH2:27][CH2:28][O:23][CH2:24][CH2:25]3)[CH2:11][C:10](=[O:13])[NH:9][C:3]2=[N:4][CH:5]=1. (6) Given the reactants [H-].[Na+].[CH3:3][N:4]1[CH2:9][CH2:8][CH:7]([OH:10])[CH2:6][CH2:5]1.[Br:11][C:12]1[CH:17]=[CH:16][C:15](F)=[CH:14][C:13]=1[O:19][CH3:20].O, predict the reaction product. The product is: [Br:11][C:12]1[CH:17]=[CH:16][C:15]([O:10][CH:7]2[CH2:8][CH2:9][N:4]([CH3:3])[CH2:5][CH2:6]2)=[CH:14][C:13]=1[O:19][CH3:20]. (7) Given the reactants [CH2:1]([O:3][C:4](=[O:18])[C:5](=[O:17])[CH2:6][C:7]([C:10]1[CH:15]=[CH:14][CH:13]=[C:12]([F:16])[CH:11]=1)([CH3:9])[CH3:8])[CH3:2].C(=O)([O-])[O-].[Cs+].[Cs+].[F:25][C:26]([Si](C)(C)C)([F:28])[F:27].[F-].C([N+](CCCC)(CCCC)CCCC)CCC.S(=O)(=O)(O)O, predict the reaction product. The product is: [CH2:1]([O:3][C:4](=[O:18])[C:5]([OH:17])([C:26]([F:28])([F:27])[F:25])[CH2:6][C:7]([C:10]1[CH:15]=[CH:14][CH:13]=[C:12]([F:16])[CH:11]=1)([CH3:9])[CH3:8])[CH3:2].